From a dataset of Forward reaction prediction with 1.9M reactions from USPTO patents (1976-2016). Predict the product of the given reaction. (1) Given the reactants O[C:2]1([C:12]2[C:21]([OH:22])=[CH:20][C:15]3[O:16][CH2:17][CH2:18][O:19][C:14]=3[CH:13]=2)[C:10]2[C:5](=[CH:6][CH:7]=[CH:8][CH:9]=2)[NH:4][C:3]1=[O:11].C([SiH](CC)CC)C.FC(F)(F)C(O)=O, predict the reaction product. The product is: [OH:22][C:21]1[C:12]([CH:2]2[C:10]3[C:5](=[CH:6][CH:7]=[CH:8][CH:9]=3)[NH:4][C:3]2=[O:11])=[CH:13][C:14]2[O:19][CH2:18][CH2:17][O:16][C:15]=2[CH:20]=1. (2) Given the reactants [CH3:1][O:2][C:3]1[C:11]([O:12][CH2:13][CH2:14][O:15][CH3:16])=[CH:10][C:6]([C:7]([NH2:9])=[O:8])=[C:5]([N+:17]([O-])=O)[CH:4]=1.[NH4+].[Cl-], predict the reaction product. The product is: [NH2:17][C:5]1[CH:4]=[C:3]([O:2][CH3:1])[C:11]([O:12][CH2:13][CH2:14][O:15][CH3:16])=[CH:10][C:6]=1[C:7]([NH2:9])=[O:8]. (3) The product is: [OH:2][CH2:1][C:3]1[C:4]([C:27]([O:29][CH2:30][CH3:31])=[O:28])=[N:5][N:6]([C:8]([C:9]2[CH:10]=[CH:11][CH:12]=[CH:13][CH:14]=2)([C:21]2[CH:26]=[CH:25][CH:24]=[CH:23][CH:22]=2)[C:15]2[CH:16]=[CH:17][CH:18]=[CH:19][CH:20]=2)[CH:7]=1. Given the reactants [CH:1]([C:3]1[C:4]([C:27]([O:29][CH2:30][CH3:31])=[O:28])=[N:5][N:6]([C:8]([C:21]2[CH:26]=[CH:25][CH:24]=[CH:23][CH:22]=2)([C:15]2[CH:20]=[CH:19][CH:18]=[CH:17][CH:16]=2)[C:9]2[CH:14]=[CH:13][CH:12]=[CH:11][CH:10]=2)[CH:7]=1)=[O:2].[BH4-].[Na+].C1COCC1.C(O)(=O)CC(CC(O)=O)(C(O)=O)O, predict the reaction product.